From a dataset of Forward reaction prediction with 1.9M reactions from USPTO patents (1976-2016). Predict the product of the given reaction. (1) Given the reactants [Cl-].[OH:2][NH3+:3].[F:4][C:5]([S:8][C:9]1[CH:14]=[CH:13][C:12]([C:15]#[N:16])=[CH:11][CH:10]=1)([F:7])[F:6].C(N(CC)CC)C.O, predict the reaction product. The product is: [OH:2][N:3]=[C:15]([C:12]1[CH:13]=[CH:14][C:9]([S:8][C:5]([F:7])([F:4])[F:6])=[CH:10][CH:11]=1)[NH2:16]. (2) Given the reactants [NH2:1][C:2]1[CH:3]=[C:4]2[C:9](=[C:10]([Br:12])[CH:11]=1)[N:8]=[CH:7][C:6]([C:13]#[N:14])=[C:5]2[NH:15][C:16]1[CH:21]=[CH:20][C:19]([F:22])=[C:18]([Cl:23])[CH:17]=1.[N:24]1[CH:29]=[CH:28][CH:27]=[C:26]([CH:30]=O)[CH:25]=1.[BH3-]C#N.[Na+].C([O-])([O-])=O.[Na+].[Na+], predict the reaction product. The product is: [Br:12][C:10]1[CH:11]=[C:2]([NH:1][CH2:30][C:26]2[CH:25]=[N:24][CH:29]=[CH:28][CH:27]=2)[CH:3]=[C:4]2[C:9]=1[N:8]=[CH:7][C:6]([C:13]#[N:14])=[C:5]2[NH:15][C:16]1[CH:21]=[CH:20][C:19]([F:22])=[C:18]([Cl:23])[CH:17]=1. (3) The product is: [CH3:1][O:2][C:3]1[CH:4]=[C:5]([CH:29]=[C:30]([O:34][CH3:35])[C:31]=1[O:32][CH3:33])[C:6]([NH:8][CH:9]=[N:10][C:11](=[O:28])[O:12][N:13]([C:24]([CH3:27])([CH3:26])[CH3:25])[C:14]1[CH:19]=[CH:18][C:17]([CH3:20])=[C:16]([NH2:21])[CH:15]=1)=[O:7]. Given the reactants [CH3:1][O:2][C:3]1[CH:4]=[C:5]([CH:29]=[C:30]([O:34][CH3:35])[C:31]=1[O:32][CH3:33])[C:6]([NH:8][CH:9]=[N:10][C:11](=[O:28])[O:12][N:13]([C:24]([CH3:27])([CH3:26])[CH3:25])[C:14]1[CH:19]=[CH:18][C:17]([CH3:20])=[C:16]([N+:21]([O-])=O)[CH:15]=1)=[O:7], predict the reaction product.